This data is from Reaction yield outcomes from USPTO patents with 853,638 reactions. The task is: Predict the reaction yield, written as a fraction of the theoretical maximum amount of product (1.0 means a 100% yield; for example, 0.34 means a 34% yield). (1) The reactants are [N:1]1[CH:6]=[CH:5][CH:4]=[C:3]([S:7](Cl)(=[O:9])=[O:8])[CH:2]=1.Cl.[Br:12][C:13]1[CH:20]=[CH:19][C:16]([CH2:17][NH2:18])=[CH:15][CH:14]=1. No catalyst specified. The product is [Br:12][C:13]1[CH:20]=[CH:19][C:16]([CH2:17][NH:18][S:7]([C:3]2[CH:2]=[N:1][CH:6]=[CH:5][CH:4]=2)(=[O:9])=[O:8])=[CH:15][CH:14]=1. The yield is 0.840. (2) The reactants are [F:1][C:2]([F:10])([F:9])[C:3](=O)[CH2:4][C:5](=O)[CH3:6].[Cl:11][C:12]1[CH:27]=[CH:26][C:15]([O:16][CH2:17][CH2:18][CH2:19][C:20]2[N:24]=[C:23]([NH2:25])[NH:22][N:21]=2)=[CH:14][CH:13]=1. The catalyst is C(O)(=O)C. The product is [Cl:11][C:12]1[CH:13]=[CH:14][C:15]([O:16][CH2:17][CH2:18][CH2:19][C:20]2[N:24]=[C:23]3[N:25]=[C:5]([CH3:6])[CH:4]=[C:3]([C:2]([F:10])([F:9])[F:1])[N:22]3[N:21]=2)=[CH:26][CH:27]=1. The yield is 0.410.